Dataset: CYP2C9 substrate classification data from Carbon-Mangels et al.. Task: Regression/Classification. Given a drug SMILES string, predict its absorption, distribution, metabolism, or excretion properties. Task type varies by dataset: regression for continuous measurements (e.g., permeability, clearance, half-life) or binary classification for categorical outcomes (e.g., BBB penetration, CYP inhibition). Dataset: cyp2c9_substrate_carbonmangels. The molecule is COc1ccc(C(=O)Nc2ccccc2CC[C@H]2CCCCN2C)cc1. The result is 0 (non-substrate).